From a dataset of Reaction yield outcomes from USPTO patents with 853,638 reactions. Predict the reaction yield, written as a fraction of the theoretical maximum amount of product (1.0 means a 100% yield; for example, 0.34 means a 34% yield). (1) The reactants are [CH3:1][N:2]([CH3:41])[C:3]([CH:5]1[CH2:10][CH2:9][CH2:8][N:7]([C:11]2[N:12]=[C:13]3[CH:30]=[C:29](/[CH:31]=[CH:32]/[C:33]4[S:34][CH:35]=[C:36]([CH:38]([CH3:40])[CH3:39])[N:37]=4)[CH:28]=[CH:27][N:14]3[C:15](=[O:26])[C:16]=2/[CH:17]=[CH:18]/[C:19]([O:21]C(C)(C)C)=[O:20])[CH2:6]1)=[O:4].FC(F)(F)C(O)=O. No catalyst specified. The product is [CH3:41][N:2]([CH3:1])[C:3]([CH:5]1[CH2:10][CH2:9][CH2:8][N:7]([C:11]2[N:12]=[C:13]3[CH:30]=[C:29](/[CH:31]=[CH:32]/[C:33]4[S:34][CH:35]=[C:36]([CH:38]([CH3:39])[CH3:40])[N:37]=4)[CH:28]=[CH:27][N:14]3[C:15](=[O:26])[C:16]=2/[CH:17]=[CH:18]/[C:19]([OH:21])=[O:20])[CH2:6]1)=[O:4]. The yield is 0.610. (2) The reactants are [F:1][C:2]1[CH:18]=[CH:17][CH:16]=[C:15]([F:19])[C:3]=1[C:4]([NH:6][C:7]1[S:11][CH:10]=[N:9][C:8]=1[C:12]([OH:14])=O)=[O:5].[C:20]1([NH2:27])[CH:25]=[CH:24][CH:23]=[CH:22][C:21]=1[NH2:26].[CH2:28](Cl)CCl.[CH:32]1[CH:33]=[CH:34][C:35]2N(O)N=N[C:36]=2[CH:37]=1.C[CH2:43][O:44]C(C)=O. The catalyst is C(Cl)Cl. The product is [NH2:26][C:21]1[CH:22]=[CH:23][CH:24]=[CH:25][C:20]=1[NH:27][C:12]([C:8]1[N:9]=[CH:10][S:11][C:7]=1[N:6]([C:4](=[O:5])[C:3]1[C:15]([F:19])=[CH:16][CH:17]=[CH:18][C:2]=1[F:1])[CH2:28][C:36]1[CH:37]=[CH:32][C:33]([O:44][CH3:43])=[CH:34][CH:35]=1)=[O:14]. The yield is 0.770. (3) The reactants are [Cl:1][C:2]1[CH:3]=[CH:4][C:5]([NH:11][CH2:12][C:13]2[CH:18]=[CH:17][C:16]([O:19][CH3:20])=[CH:15][CH:14]=2)=[C:6]([C:8](=O)[CH3:9])[CH:7]=1.[CH2:21]([O:23][C:24](=[O:29])[CH2:25][C:26](Cl)=[O:27])[CH3:22].CC[O-].[Na+]. The catalyst is C1C=CC=CC=1.O. The product is [CH2:21]([O:23][C:24]([C:25]1[C:26](=[O:27])[N:11]([CH2:12][C:13]2[CH:14]=[CH:15][C:16]([O:19][CH3:20])=[CH:17][CH:18]=2)[C:5]2[C:6]([C:8]=1[CH3:9])=[CH:7][C:2]([Cl:1])=[CH:3][CH:4]=2)=[O:29])[CH3:22]. The yield is 0.800. (4) The catalyst is C(COC)OC.O.C1C=CC([P]([Pd]([P](C2C=CC=CC=2)(C2C=CC=CC=2)C2C=CC=CC=2)([P](C2C=CC=CC=2)(C2C=CC=CC=2)C2C=CC=CC=2)[P](C2C=CC=CC=2)(C2C=CC=CC=2)C2C=CC=CC=2)(C2C=CC=CC=2)C2C=CC=CC=2)=CC=1. The reactants are Br[C:2]1[N:6]([S:7]([C:10]2[CH:11]=[N:12][CH:13]=[CH:14][CH:15]=2)(=[O:9])=[O:8])[CH:5]=[C:4]([CH2:16][N:17]([CH3:25])[C:18](=[O:24])[O:19][C:20]([CH3:23])([CH3:22])[CH3:21])[CH:3]=1.[F:26][CH:27]([F:44])[O:28][C:29]1[CH:34]=[CH:33][C:32](B2OC(C)(C)C(C)(C)O2)=[CH:31][CH:30]=1.C(=O)([O-])[O-].[Na+].[Na+]. The product is [F:26][CH:27]([F:44])[O:28][C:29]1[CH:34]=[CH:33][C:32]([C:2]2[N:6]([S:7]([C:10]3[CH:11]=[N:12][CH:13]=[CH:14][CH:15]=3)(=[O:9])=[O:8])[CH:5]=[C:4]([CH2:16][N:17]([CH3:25])[C:18](=[O:24])[O:19][C:20]([CH3:23])([CH3:22])[CH3:21])[CH:3]=2)=[CH:31][CH:30]=1. The yield is 1.00. (5) The reactants are [C:1]([O:5][C:6]([N:8]1[CH2:13][CH2:12][CH:11]([CH2:14][O:15]S(C2C=CC(C)=CC=2)(=O)=O)[CH2:10][CH2:9]1)=[O:7])([CH3:4])([CH3:3])[CH3:2].O[C:27]1[CH:37]=[CH:36][C:30]([C:31]([O:33][CH2:34][CH3:35])=[O:32])=[CH:29][C:28]=1[O:38][CH3:39].C(=O)([O-])[O-].[K+].[K+]. The catalyst is CN(C=O)C. The product is [C:1]([O:5][C:6]([N:8]1[CH2:9][CH2:10][CH:11]([CH2:14][O:15][C:27]2[CH:37]=[CH:36][C:30]([C:31]([O:33][CH2:34][CH3:35])=[O:32])=[CH:29][C:28]=2[O:38][CH3:39])[CH2:12][CH2:13]1)=[O:7])([CH3:2])([CH3:3])[CH3:4]. The yield is 0.890. (6) The reactants are [CH3:1][O:2][C:3]1[CH:12]=[C:11]2[C:6]([C:7]([O:13][CH2:14][C:15]3[N:19]4[CH:20]=[C:21]([C:24]5[CH2:29][CH2:28][N:27](C(OC(C)(C)C)=O)[CH2:26][CH:25]=5)[CH:22]=[CH:23][C:18]4=[N:17][N:16]=3)=[CH:8][CH:9]=[N:10]2)=[CH:5][CH:4]=1.Cl.C(N(CC)CC)C. The catalyst is CO. The product is [CH3:1][O:2][C:3]1[CH:12]=[C:11]2[C:6]([C:7]([O:13][CH2:14][C:15]3[N:19]4[CH:20]=[C:21]([C:24]5[CH2:29][CH2:28][NH:27][CH2:26][CH:25]=5)[CH:22]=[CH:23][C:18]4=[N:17][N:16]=3)=[CH:8][CH:9]=[N:10]2)=[CH:5][CH:4]=1. The yield is 0.420. (7) The reactants are [N:1]12[CH2:9][CH2:8][CH:5]([CH2:6][CH2:7]1)[NH:4][CH2:3][CH2:2]2.[Br:10][C:11]1[CH:12]=[CH:13][C:14]2[O:18][C:17](SC)=[N:16][C:15]=2[CH:21]=1. The catalyst is CC(O)C. The product is [Br:10][C:11]1[CH:12]=[CH:13][C:14]2[O:18][C:17]([N:4]3[CH:5]4[CH2:8][CH2:9][N:1]([CH2:7][CH2:6]4)[CH2:2][CH2:3]3)=[N:16][C:15]=2[CH:21]=1. The yield is 0.550. (8) The reactants are [CH:1]1([NH2:7])[CH2:6][CH2:5][CH2:4][CH2:3][CH2:2]1.C([O:10][C:11]([C:13]1[C:14](=[O:32])[N:15]([CH2:24][C:25]2[CH:30]=[CH:29][C:28]([F:31])=[CH:27][CH:26]=2)[C:16]2[C:21]([C:22]=1[OH:23])=[CH:20][CH:19]=[CH:18][CH:17]=2)=O)C. The catalyst is C1(C)C=CC=CC=1.O. The product is [CH:1]1([NH:7][C:11]([C:13]2[C:14](=[O:32])[N:15]([CH2:24][C:25]3[CH:26]=[CH:27][C:28]([F:31])=[CH:29][CH:30]=3)[C:16]3[C:21]([C:22]=2[OH:23])=[CH:20][CH:19]=[CH:18][CH:17]=3)=[O:10])[CH2:6][CH2:5][CH2:4][CH2:3][CH2:2]1. The yield is 0.870. (9) The reactants are [CH3:1][O:2][C:3]([C:5]1[CH:6]=[C:7]([CH3:31])[C:8]2[O:14][C:13]3[C:15]([Cl:27])=[CH:16][C:17]([NH:19][C:20](=[O:26])[CH2:21][O:22][C:23](=[O:25])[CH3:24])=[CH:18][C:12]=3[CH2:11][S:10](=[O:29])(=[O:28])[C:9]=2[CH:30]=1)=[O:4].COC(C1C=C(C)C2OC3C(Cl)=CC(NC(=O)CCl)=CC=3CS(=O)(=O)C=2C=1)=O. The catalyst is O.CN(C=O)C. The product is [CH3:1][O:2][C:3]([C:5]1[CH:6]=[C:7]([CH3:31])[C:8]2[O:14][C:13]3[C:15]([Cl:27])=[CH:16][C:17]([NH:19][C:20](=[O:26])[CH2:21][O:22][C:23](=[O:25])[CH3:24])=[CH:18][C:12]=3[CH2:11][S:10](=[O:29])(=[O:28])[C:9]=2[CH:30]=1)=[O:4].[CH3:1][O:2][C:3]([C:5]1[CH:6]=[C:7]([CH3:31])[C:8]2[O:14][C:13]3[C:15]([Cl:27])=[CH:16][C:17]([NH:19][C:20](=[O:26])[CH2:21][OH:22])=[CH:18][C:12]=3[CH2:11][S:10](=[O:29])(=[O:28])[C:9]=2[CH:30]=1)=[O:4]. The yield is 0.0100. (10) The product is [Cl:1][C:2]1[CH:11]=[CH:10][CH:9]=[C:8]2[C:3]=1[CH:4]=[C:5]([CH:18]([NH2:20])[CH3:19])[C:6]([C:12]1[CH:17]=[CH:16][CH:15]=[CH:14][N:13]=1)=[N:7]2. The reactants are [Cl:1][C:2]1[CH:11]=[CH:10][CH:9]=[C:8]2[C:3]=1[CH:4]=[C:5]([CH:18]([N:20]1C(=O)C3C(=CC=CC=3)C1=O)[CH3:19])[C:6]([C:12]1[CH:17]=[CH:16][CH:15]=[CH:14][N:13]=1)=[N:7]2.O.NN. The yield is 0.680. The catalyst is CCO.